From a dataset of Catalyst prediction with 721,799 reactions and 888 catalyst types from USPTO. Predict which catalyst facilitates the given reaction. (1) Reactant: [NH2:1][C:2]1[CH:12]=[CH:11][C:5]([C:6]([O:8][CH2:9][CH3:10])=[O:7])=[CH:4][CH:3]=1.C(=O)([O-])[O-].[Ca+2].[I:18](Cl)(=O)=O.I(Cl)(=O)=O.C([N+](C)(C)C)C1C=CC=CC=1. Product: [NH2:1][C:2]1[CH:3]=[CH:4][C:5]([C:6]([O:8][CH2:9][CH3:10])=[O:7])=[CH:11][C:12]=1[I:18]. The catalyst class is: 98. (2) Reactant: [CH:1]1([C@H:7]([NH:12][C:13]([C:15]2[O:16][C:17]([C:20]3[CH:25]=[CH:24][C:23]([OH:26])=[CH:22][N:21]=3)=[CH:18][CH:19]=2)=[O:14])[C:8](=[O:11])[NH:9][CH3:10])[CH2:6][CH2:5][CH2:4][CH2:3][CH2:2]1.[N:27]1[CH:32]=[CH:31][CH:30]=[CH:29][C:28]=1CO.[CH:35]1C=CC(P(C2C=CC=CC=2)C2C=CC=CC=2)=CC=1.CC(OC(/N=N/C(OC(C)C)=O)=O)C. Product: [CH:1]1([C@H:7]([NH:12][C:13]([C:15]2[O:16][C:17]([C:20]3[CH:25]=[CH:24][C:23]([O:26][CH2:35][C:31]4[CH:32]=[N:27][CH:28]=[CH:29][CH:30]=4)=[CH:22][N:21]=3)=[CH:18][CH:19]=2)=[O:14])[C:8](=[O:11])[NH:9][CH3:10])[CH2:6][CH2:5][CH2:4][CH2:3][CH2:2]1. The catalyst class is: 1. (3) Reactant: [OH:1][C:2]1[CH:7]=[CH:6][C:5]([C:8](=[O:10])[CH3:9])=[CH:4][C:3]=1[C:11]([F:14])([F:13])[F:12].[H-].[Na+].[CH3:17]N(C)C=O.CI. Product: [CH3:17][O:1][C:2]1[CH:7]=[CH:6][C:5]([C:8](=[O:10])[CH3:9])=[CH:4][C:3]=1[C:11]([F:12])([F:13])[F:14]. The catalyst class is: 6. (4) Reactant: [CH3:1][C@H:2]1[CH2:8][CH:7]2[CH:5]([O:6]2)[CH2:4][O:3]1.[C:9]1([C@H:15]([NH2:17])[CH3:16])[CH:14]=[CH:13][CH:12]=[CH:11][CH:10]=1. Product: [CH3:1][C@@H:2]1[O:3][CH2:4][C@H:5]([OH:6])[C@@H:7]([NH:17][C@H:15]([C:9]2[CH:14]=[CH:13][CH:12]=[CH:11][CH:10]=2)[CH3:16])[CH2:8]1. The catalyst class is: 32. (5) Reactant: C(N(C(C)C)CC)(C)C.Br[CH2:11][C:12]([C:14]1[CH:15]=[N:16][C:17]([Br:20])=[CH:18][CH:19]=1)=[O:13].[CH3:21][O:22][C:23]([NH:25][C@@H:26]1[CH:34]2[C:35](=[O:42])[CH2:36][C@H:37]([C:39]([OH:41])=[O:40])[CH2:38][N:32]3[C:33]2=[C:29]([CH:30]=[CH:31]3)[CH2:28][CH2:27]1)=[O:24]. Product: [CH3:21][O:22][C:23]([NH:25][C@@H:26]1[CH:34]2[C:35](=[O:42])[CH2:36][C@H:37]([C:39]([O:41][CH2:11][C:12]([C:14]3[CH:15]=[N:16][C:17]([Br:20])=[CH:18][CH:19]=3)=[O:13])=[O:40])[CH2:38][N:32]3[C:33]2=[C:29]([CH:30]=[CH:31]3)[CH2:28][CH2:27]1)=[O:24]. The catalyst class is: 10. (6) Reactant: S(Cl)([Cl:3])=O.CN(C)C=O.[F:10][C:11]([F:28])([F:27])[O:12][C:13]1[CH:18]=[CH:17][C:16]([C:19]2[CH:20]=[C:21]([CH2:25]O)[CH:22]=[N:23][CH:24]=2)=[CH:15][CH:14]=1. The catalyst class is: 4. Product: [Cl:3][CH2:25][C:21]1[CH:22]=[N:23][CH:24]=[C:19]([C:16]2[CH:17]=[CH:18][C:13]([O:12][C:11]([F:28])([F:27])[F:10])=[CH:14][CH:15]=2)[CH:20]=1. (7) Reactant: [CH:1]1([C:6]2[CH:15]=[C:14]3[C:9]([C:10](=[O:18])[CH2:11][C:12]([CH3:17])([CH3:16])[O:13]3)=[C:8]([O:19]C)[C:7]=2[C:21](=[O:32])[C:22]2[CH:27]=[CH:26][C:25]([C:28]([F:31])([F:30])[F:29])=[CH:24][CH:23]=2)[CH2:5][CH2:4][CH2:3][CH2:2]1.ClCCl.B(Br)(Br)Br. Product: [CH:1]1([C:6]2[CH:15]=[C:14]3[C:9]([C:10](=[O:18])[CH2:11][C:12]([CH3:16])([CH3:17])[O:13]3)=[C:8]([OH:19])[C:7]=2[C:21](=[O:32])[C:22]2[CH:27]=[CH:26][C:25]([C:28]([F:29])([F:30])[F:31])=[CH:24][CH:23]=2)[CH2:2][CH2:3][CH2:4][CH2:5]1. The catalyst class is: 6. (8) Reactant: [CH3:1][S:2][C:3]1[CH:13]=[CH:12][C:6]([C:7]([O:9][CH2:10][CH3:11])=[O:8])=[C:5]([O:14][CH2:15][CH3:16])[CH:4]=1.ClC1C=C(C=CC=1)C(OO)=[O:22].C(OCC)(=O)C. The catalyst class is: 2. Product: [CH2:15]([O:14][C:5]1[CH:4]=[C:3]([S:2]([CH3:1])=[O:22])[CH:13]=[CH:12][C:6]=1[C:7]([O:9][CH2:10][CH3:11])=[O:8])[CH3:16].